From a dataset of Experimentally validated miRNA-target interactions with 360,000+ pairs, plus equal number of negative samples. Binary Classification. Given a miRNA mature sequence and a target amino acid sequence, predict their likelihood of interaction. (1) The miRNA is hsa-miR-561-3p with sequence CAAAGUUUAAGAUCCUUGAAGU. The protein sequence of the target gene is MPFPVTTQGSQQTQPPQRHYGITSPISLAAPKETDCLLTQKLIETLKPFGVFEEEEELQRRILILGKLNNLVKEWIREISESKNLPQSVIENVGGKIFTFGSYRLGVHTKGADIDALCVAPRHVDRSDFFTSFYDKLKLQEEVKDLRAVEEAFVPVIKLCFDGIEIDILFARLALQTIPEDLDLRDDSLLKNLDIRCIRSLNGCRVTDEILHLVPNIDNFRLTLRAIKLWAKRHNIYSNILGFLGGVSWAMLVARTCQLYPNAIASTLVHKFFLVFSKWEWPNPVLLKQPEECNLNLPVW.... Result: 0 (no interaction). (2) The miRNA is hsa-miR-19b-1-5p with sequence AGUUUUGCAGGUUUGCAUCCAGC. The protein sequence of the target gene is MEKANETSPVMGFVLLRLSAHPELEKTFFVLILLMYLVILLGNGVLILVTILDSRLHTPMYFFLGNLSFLDICFTTSSVPLVLDSFLTPQETISFSACAVQMALSFAMAGTECLLLSMMAFDRYVAICNPLRYSVIMSKAAYMPMAASSWAIGGAASVVHTSLAIQLPFCGDNVINHFTCEILAVLKLACADISINVISMEVTNVIFLGVPVLFISFSYVFIITTILRIPSAEGRKKVFSTCSAHLTVVIVFYGTLFFMYGKPKSKDSMGADKEDLSDKLIPLFYGVVTPMLNPIIYSLR.... Result: 0 (no interaction). (3) The miRNA is hsa-miR-6090 with sequence GGGGAGCGAGGGGCGGGGC. The protein sequence of the target gene is MAERGQQPPPAKRLCCRPGGGGGGGGGGGGSSGGGAGGGYSSACRPGPRAGGAAAAAACGGGAALGLLPPGKTQSPESLLDIAARRVAEKWPFQRVEERFERIPEPVQRRIVYWSFPRSEREICMYSSFNTGGGSAGGPGDDSGGGGGRQHGRGAAAGGSSSSPAATSAAAAAVAAGTGTPSVGAASAADGGDETRLPFRRGIALLESGCVDNVLQVGFHLSGTVTEPAIQPEPETVCNVAISFDRCKITSVTCSCGNKDIFYCAHVVALSLYRIRKPEQVKLHLPISETLFQMNRDQLQ.... Result: 0 (no interaction).